From a dataset of Tox21: 12 toxicity assays (nuclear receptors and stress response pathways). Binary classification across 12 toxicity assays. (1) It tested positive (active) for: SR-HSE (Heat Shock Element response). The molecule is O=C([O-])c1ccccc1Nc1cc(Cl)ccc1C(=O)[O-]. (2) The drug is CCCN(CCC)c1c([N+](=O)[O-])cc(S(N)(=O)=O)cc1[N+](=O)[O-]. It tested positive (active) for: NR-AR-LBD (Androgen Receptor Ligand Binding Domain agonist), and SR-MMP (Mitochondrial Membrane Potential disruption).